From a dataset of Forward reaction prediction with 1.9M reactions from USPTO patents (1976-2016). Predict the product of the given reaction. (1) The product is: [Cl:13][C:14]1[CH:19]=[C:18]([NH:20][C:21]([C:4]2[CH:3]=[C:2]([Cl:1])[C:11]3[C:6](=[CH:7][CH:8]=[CH:9][CH:10]=3)[C:5]=2[OH:12])=[O:22])[CH:17]=[CH:16][C:15]=1[S:23][C:24]([F:26])([F:27])[F:25]. Given the reactants [Cl:1][C:2]1[C:11]2[C:6](=[CH:7][CH:8]=[CH:9][CH:10]=2)[C:5]([OH:12])=[CH:4][CH:3]=1.[Cl:13][C:14]1[CH:19]=[C:18]([N:20]=[C:21]=[O:22])[CH:17]=[CH:16][C:15]=1[S:23][C:24]([F:27])([F:26])[F:25], predict the reaction product. (2) Given the reactants [Br:1][C:2]1[CH:3]=[CH:4][CH:5]=[C:6]2[C:11]=1[N:10]=[C:9]([C:12]([OH:14])=[O:13])[CH:8]=[CH:7]2.[C:15](Cl)(=O)C(Cl)=O.CO, predict the reaction product. The product is: [Br:1][C:2]1[CH:3]=[CH:4][CH:5]=[C:6]2[C:11]=1[N:10]=[C:9]([C:12]([O:14][CH3:15])=[O:13])[CH:8]=[CH:7]2. (3) The product is: [NH2:1][C:2]1[CH:10]=[CH:9][C:8]([F:11])=[CH:7][C:3]=1[C:4]([NH:12][CH2:13][CH2:14][CH2:15][C@H:16]1[O:20][C:19](=[O:21])[N:18]([C:22]2[CH:23]=[CH:24][C:25]3[S:30][CH2:29][C:28](=[O:31])[NH:27][C:26]=3[CH:32]=2)[CH2:17]1)=[O:6]. Given the reactants [NH2:1][C:2]1[CH:10]=[CH:9][C:8]([F:11])=[CH:7][C:3]=1[C:4]([OH:6])=O.[NH2:12][CH2:13][CH2:14][CH2:15][C@H:16]1[O:20][C:19](=[O:21])[N:18]([C:22]2[CH:23]=[CH:24][C:25]3[S:30][CH2:29][C:28](=[O:31])[NH:27][C:26]=3[CH:32]=2)[CH2:17]1, predict the reaction product.